Dataset: Catalyst prediction with 721,799 reactions and 888 catalyst types from USPTO. Task: Predict which catalyst facilitates the given reaction. Reactant: [N:1]1[CH:6]=[CH:5][CH:4]=[C:3]([CH:7]=[N+:8]([CH3:10])[O-:9])[CH:2]=1.[CH2:11]([N:14]1[C:26]2[C:25]3[CH:24]=[CH:23][CH:22]=[CH:21][C:20]=3[N:19]=[C:18]([NH2:27])[C:17]=2[N:16]=[C:15]1[CH2:28][O:29][CH2:30][CH3:31])[CH:12]=[CH2:13]. Product: [N:1]1[CH:6]=[CH:5][CH:4]=[C:3]([CH:7]=[N+:8]([CH3:10])[O-:9])[CH:2]=1.[CH2:30]([O:29][CH2:28][C:15]1[N:14]([CH2:11][CH:12]2[O:9][N:8]([CH3:10])[CH:7]([C:3]3[CH:2]=[N:1][CH:6]=[CH:5][CH:4]=3)[CH2:13]2)[C:26]2[C:25]3[CH:24]=[CH:23][CH:22]=[CH:21][C:20]=3[N:19]=[C:18]([NH2:27])[C:17]=2[N:16]=1)[CH3:31]. The catalyst class is: 11.